This data is from Peptide-MHC class I binding affinity with 185,985 pairs from IEDB/IMGT. The task is: Regression. Given a peptide amino acid sequence and an MHC pseudo amino acid sequence, predict their binding affinity value. This is MHC class I binding data. (1) The peptide sequence is TYGPVFMCL. The MHC is HLA-B35:01 with pseudo-sequence HLA-B35:01. The binding affinity (normalized) is 0. (2) The peptide sequence is GYAFEHIVY. The MHC is HLA-A29:02 with pseudo-sequence HLA-A29:02. The binding affinity (normalized) is 0.430. (3) The peptide sequence is DLAAGVDVV. The MHC is HLA-A11:01 with pseudo-sequence HLA-A11:01. The binding affinity (normalized) is 0.0847. (4) The peptide sequence is GLILFVLALY. The MHC is HLA-A33:01 with pseudo-sequence HLA-A33:01. The binding affinity (normalized) is 0.0577. (5) The peptide sequence is RMILPMSRAFR. The MHC is HLA-C14:02 with pseudo-sequence YSAGYREKYRQTDVSNLYLWFDSYTWAERAYTWY. The binding affinity (normalized) is 0.0997. (6) The MHC is HLA-B07:02 with pseudo-sequence HLA-B07:02. The peptide sequence is RPLLARMPE. The binding affinity (normalized) is 0.458. (7) The peptide sequence is FLRDNRAVL. The MHC is HLA-A69:01 with pseudo-sequence HLA-A69:01. The binding affinity (normalized) is 0.0847. (8) The peptide sequence is RPAGARAAF. The MHC is HLA-A30:01 with pseudo-sequence HLA-A30:01. The binding affinity (normalized) is 0.0847. (9) The peptide sequence is LSEEANWAF. The binding affinity (normalized) is 0.0847. The MHC is HLA-A26:01 with pseudo-sequence HLA-A26:01.